The task is: Predict the reactants needed to synthesize the given product.. This data is from Full USPTO retrosynthesis dataset with 1.9M reactions from patents (1976-2016). Given the product [CH3:13][CH:14]([CH3:33])[CH:15]([C:27]1[CH:28]=[CH:29][CH:30]=[CH:31][CH:32]=1)[C:16]([NH:18][C@@H:19]1[C@@H:26]2[C@@H:22]([CH2:23][N:24]([CH2:6][C:5]3[CH:8]=[CH:9][CH:10]=[C:3]([CH3:2])[CH:4]=3)[CH2:25]2)[CH2:21][CH2:20]1)=[O:17], predict the reactants needed to synthesize it. The reactants are: F[C:2](F)(F)[C:3]1[CH:4]=[C:5]([CH:8]=[CH:9][CH:10]=1)[CH:6]=O.[CH3:13][CH:14]([CH3:33])[CH:15]([C:27]1[CH:32]=[CH:31][CH:30]=[CH:29][CH:28]=1)[C:16]([NH:18][C@@H:19]1[C@@H:26]2[C@@H:22]([CH2:23][NH:24][CH2:25]2)[CH2:21][CH2:20]1)=[O:17].C1(C(C2CCCCC2)C(N[C@@H]2[C@H]3[C@H](CNC3)CC2)=O)CCCCC1.